This data is from Full USPTO retrosynthesis dataset with 1.9M reactions from patents (1976-2016). The task is: Predict the reactants needed to synthesize the given product. (1) Given the product [Cl:1][C:2]1[CH:9]=[CH:8][CH:7]=[C:6]([C:10]2[CH:15]=[CH:14][N:13]=[CH:12][CH:11]=2)[C:3]=1[CH:4]=[N:17][OH:18], predict the reactants needed to synthesize it. The reactants are: [Cl:1][C:2]1[CH:9]=[CH:8][CH:7]=[C:6]([C:10]2[CH:15]=[CH:14][N:13]=[CH:12][CH:11]=2)[C:3]=1[CH:4]=O.Cl.[NH2:17][OH:18]. (2) Given the product [I:5][C:6]1[CH:14]=[CH:13][C:9]([C:10]([Cl:3])=[O:11])=[CH:8][CH:7]=1, predict the reactants needed to synthesize it. The reactants are: S(Cl)([Cl:3])=O.[I:5][C:6]1[CH:14]=[CH:13][C:9]([C:10](O)=[O:11])=[CH:8][CH:7]=1. (3) Given the product [N+:12]([C:9]1[N:10]=[CH:11][C:6]([NH:19][S:16]([CH3:15])(=[O:18])=[O:17])=[N:7][CH:8]=1)([O-:14])=[O:13], predict the reactants needed to synthesize it. The reactants are: C(N)(=O)C.Br[C:6]1[CH:11]=[N:10][C:9]([N+:12]([O-:14])=[O:13])=[CH:8][N:7]=1.[CH3:15][S:16]([NH2:19])(=[O:18])=[O:17].C(=O)([O-])[O-].[K+].[K+].Cl.C. (4) Given the product [CH3:1][C:2]1[CH:5]=[CH:27][C:23]2[O:11][N:10]=[C:8]([NH2:16])[C:7]=2[CH:3]=1, predict the reactants needed to synthesize it. The reactants are: [CH3:1][C:2]([CH3:5])([O-])[CH3:3].[K+].[CH3:7][C:8](=[N:10][OH:11])C.FC1C=CC(C)=CC=1C#[N:16].Cl.[CH2:23]1[CH2:27]OCC1. (5) Given the product [F:37][C:38]([F:43])([F:42])[C:39]([OH:41])=[O:40].[NH2:12][CH2:11][CH2:10][N:9]([CH2:20][C:21]1[CH:26]=[CH:25][C:24]([O:27][CH2:28][C:29]2[CH:30]=[CH:31][CH:32]=[CH:33][CH:34]=2)=[C:23]([O:35][CH3:36])[CH:22]=1)[C:1](=[O:8])[C:2]1[CH:3]=[CH:4][CH:5]=[CH:6][CH:7]=1, predict the reactants needed to synthesize it. The reactants are: [C:1]([N:9]([CH2:20][C:21]1[CH:26]=[CH:25][C:24]([O:27][CH2:28][C:29]2[CH:34]=[CH:33][CH:32]=[CH:31][CH:30]=2)=[C:23]([O:35][CH3:36])[CH:22]=1)[CH2:10][CH2:11][NH:12]C(=O)OC(C)(C)C)(=[O:8])[C:2]1[CH:7]=[CH:6][CH:5]=[CH:4][CH:3]=1.[F:37][C:38]([F:43])([F:42])[C:39]([OH:41])=[O:40]. (6) Given the product [CH2:19]([O:18][C:16](=[O:17])[CH:15]([CH2:14][NH:31][CH2:30][C:29]1[CH:32]=[CH:33][C:26]([F:25])=[CH:27][CH:28]=1)[CH:21]([CH3:22])[CH3:23])[CH3:20], predict the reactants needed to synthesize it. The reactants are: [H-].C([Al+]CC(C)C)C(C)C.C(O[C:14](=O)[CH:15]([CH:21]([CH3:23])[CH3:22])[C:16]([O:18][CH2:19][CH3:20])=[O:17])C.[F:25][C:26]1[CH:33]=[CH:32][C:29]([CH2:30][NH2:31])=[CH:28][CH:27]=1.C([BH3-])#N.[Na+].